From a dataset of Blood-brain barrier penetration binary classification data from Martins et al.. Regression/Classification. Given a drug SMILES string, predict its absorption, distribution, metabolism, or excretion properties. Task type varies by dataset: regression for continuous measurements (e.g., permeability, clearance, half-life) or binary classification for categorical outcomes (e.g., BBB penetration, CYP inhibition). Dataset: bbb_martins. (1) The molecule is O=C(COc1ccc(Cl)cc1)N1CCN(Cc2ccc3c(c2)OCO3)CC1. The result is 1 (penetrates BBB). (2) The molecule is CC(C)(C(=O)O)c1ccc(C(O)CCCN2CCC(C(O)(c3ccccc3)c3ccccc3)CC2)cc1. The result is 0 (does not penetrate BBB).